From a dataset of Catalyst prediction with 721,799 reactions and 888 catalyst types from USPTO. Predict which catalyst facilitates the given reaction. (1) Reactant: [NH2:1][CH2:2][C@H:3]([OH:12])[CH2:4][O:5][C:6]1[CH:11]=[CH:10][CH:9]=[CH:8][CH:7]=1.[I:13][C:14]1[CH:15]=[C:16]2[C:21](=[CH:22][CH:23]=1)[O:20][C@@H:19]([C:24](O)=[O:25])[CH2:18][CH2:17]2.Cl.CN(C)CCCN=C=NCC.O.ON1C2C=CC=CC=2N=N1.C(N(CC)CC)C. Product: [OH:12][C@H:3]([CH2:4][O:5][C:6]1[CH:11]=[CH:10][CH:9]=[CH:8][CH:7]=1)[CH2:2][NH:1][C:24]([C@H:19]1[CH2:18][CH2:17][C:16]2[C:21](=[CH:22][CH:23]=[C:14]([I:13])[CH:15]=2)[O:20]1)=[O:25]. The catalyst class is: 34. (2) Reactant: [Cl:1][C:2]1[CH:11]=[CH:10][C:5]([C:6]([O:8][CH3:9])=[O:7])=[C:4]([NH:12][CH2:13][CH2:14][CH2:15][OH:16])[C:3]=1[NH:17][C:18](=S)[NH:19][C:20]1[C:25]([Cl:26])=[CH:24][C:23]([O:27][CH3:28])=[CH:22][C:21]=1[Cl:29].Cl.C(N=C=NCCCN(C)C)C.C(N(CC)CC)C. Product: [Cl:1][C:2]1[C:3]2[N:17]=[C:18]([NH:19][C:20]3[C:25]([Cl:26])=[CH:24][C:23]([O:27][CH3:28])=[CH:22][C:21]=3[Cl:29])[N:12]([CH2:13][CH2:14][CH2:15][OH:16])[C:4]=2[C:5]([C:6]([O:8][CH3:9])=[O:7])=[CH:10][CH:11]=1. The catalyst class is: 54. (3) Reactant: [N+:1]([C:4]1[CH:9]=[CH:8][CH:7]=[CH:6][C:5]=1[CH2:10][CH:11]=O)([O-:3])=[O:2].[O:13]([C:15]([CH:17]=P(C1C=CC=CC=1)(C1C=CC=CC=1)C1C=CC=CC=1)=[O:16])[CH3:14]. Product: [N+:1]([C:4]1[CH:9]=[CH:8][CH:7]=[CH:6][C:5]=1/[CH:10]=[CH:11]/[CH2:17][C:15]([O:13][CH3:14])=[O:16])([O-:3])=[O:2].[N+:1]([C:4]1[CH:9]=[CH:8][CH:7]=[CH:6][C:5]=1[CH2:10]/[CH:11]=[CH:17]/[C:15]([O:13][CH3:14])=[O:16])([O-:3])=[O:2]. The catalyst class is: 11. (4) Reactant: [N+:1]1([O-])[C:5]2[CH:6]=[CH:7][CH:8]=[N:9][C:4]=2[NH:3][CH:2]=1.CS([Cl:15])(=O)=O. Product: [Cl:15][C:6]1[CH:7]=[CH:8][N:9]=[C:4]2[NH:3][CH:2]=[N:1][C:5]=12. The catalyst class is: 3.